Dataset: Reaction yield outcomes from USPTO patents with 853,638 reactions. Task: Predict the reaction yield, written as a fraction of the theoretical maximum amount of product (1.0 means a 100% yield; for example, 0.34 means a 34% yield). The reactants are [Br:1][C:2]1[CH:10]=[CH:9][C:5](C(O)=O)=[CH:4][C:3]=1O.[C:12](=[O:15])([O-])[O-:13].[K+].[K+].COS([O:23][CH3:24])(=O)=O.[CH3:25]C(C)=O. No catalyst specified. The product is [CH3:25][O:13][C:12](=[O:15])[C:5]1[CH:9]=[CH:10][C:2]([Br:1])=[C:3]([O:23][CH3:24])[CH:4]=1. The yield is 0.470.